Dataset: Reaction yield outcomes from USPTO patents with 853,638 reactions. Task: Predict the reaction yield, written as a fraction of the theoretical maximum amount of product (1.0 means a 100% yield; for example, 0.34 means a 34% yield). (1) The reactants are [H-].[K+].Br[C:4]1[CH:12]=[C:11]2[C:7]([CH:8]=[CH:9][NH:10]2)=[CH:6][CH:5]=1.C([Li])(C)(C)C.[CH2:18]([S:20]SCC)[CH3:19]. The catalyst is C1COCC1. The product is [CH2:18]([S:20][C:4]1[CH:12]=[C:11]2[C:7]([CH:8]=[CH:9][NH:10]2)=[CH:6][CH:5]=1)[CH3:19]. The yield is 0.770. (2) The reactants are [C@@H:1]([N:5]1[C:13]2[CH:12]=[C:11](Cl)[N:10]=[CH:9][C:8]=2[C:7]([N:15]2[CH2:21][C:17]3([CH2:20][O:19][CH2:18]3)[CH2:16]2)=[N:6]1)([CH2:3][CH3:4])[CH3:2].[NH2:22][C:23]1[CH:28]=[CH:27][N:26]=[C:25]([N:29]2[CH2:34][CH2:33][C@:32]([CH3:36])([OH:35])[C@H:31]([F:37])[CH2:30]2)[N:24]=1. No catalyst specified. The product is [C@@H:1]([N:5]1[C:13]2[CH:12]=[C:11]([NH:22][C:23]3[CH:28]=[CH:27][N:26]=[C:25]([N:29]4[CH2:34][CH2:33][C@:32]([CH3:36])([OH:35])[C@H:31]([F:37])[CH2:30]4)[N:24]=3)[N:10]=[CH:9][C:8]=2[C:7]([N:15]2[CH2:21][C:17]3([CH2:20][O:19][CH2:18]3)[CH2:16]2)=[N:6]1)([CH2:3][CH3:4])[CH3:2]. The yield is 0.370. (3) The reactants are [F:1][C:2]([F:19])([F:18])[C:3]1[CH:8]=[CH:7][C:6]([O:9][C:10]2[CH:17]=[CH:16][C:13]([CH:14]=O)=[CH:12][CH:11]=2)=[CH:5][CH:4]=1.[H-].[Na+].[CH2:22]1COCC1. The catalyst is [Br-].C[P+](C1C=CC=CC=1)(C1C=CC=CC=1)C1C=CC=CC=1. The product is [CH:14]([C:13]1[CH:16]=[CH:17][C:10]([O:9][C:6]2[CH:7]=[CH:8][C:3]([C:2]([F:19])([F:18])[F:1])=[CH:4][CH:5]=2)=[CH:11][CH:12]=1)=[CH2:22]. The yield is 0.190. (4) The reactants are [Cl-].O[NH3+:3].[C:4](=[O:7])([O-])[OH:5].[Na+].CS(C)=O.[CH3:13][C:14]1[CH:47]=[C:17]2[N:18]([CH:41]3[CH2:46][CH2:45][O:44][CH2:43][CH2:42]3)[C:19](=[O:40])[C:20]([CH2:25][C:26]3[CH:31]=[CH:30][C:29]([C:32]4[C:33]([C:38]#[N:39])=[CH:34][CH:35]=[CH:36][CH:37]=4)=[CH:28][CH:27]=3)=[C:21]([CH2:22][CH2:23][CH3:24])[N:16]2[N:15]=1. The catalyst is C(OCC)(=O)C. The product is [CH3:13][C:14]1[CH:47]=[C:17]2[N:18]([CH:41]3[CH2:42][CH2:43][O:44][CH2:45][CH2:46]3)[C:19](=[O:40])[C:20]([CH2:25][C:26]3[CH:27]=[CH:28][C:29]([C:32]4[CH:37]=[CH:36][CH:35]=[CH:34][C:33]=4[C:38]4[NH:3][C:4](=[O:7])[O:5][N:39]=4)=[CH:30][CH:31]=3)=[C:21]([CH2:22][CH2:23][CH3:24])[N:16]2[N:15]=1. The yield is 0.470. (5) The reactants are [NH2:1][C:2]1[C:3]([C:9]#N)=[N:4][CH:5]=[C:6]([CH3:8])[CH:7]=1.[Cl:11][C:12]1[CH:17]=[CH:16][C:15]([S:18](Cl)(=[O:20])=[O:19])=[CH:14][C:13]=1[C:22]([F:25])([F:24])[F:23].[OH-:26].[Na+].Cl.[OH2:29]. The catalyst is N1C=CC=CC=1.C1COCC1.O1CCOCC1. The product is [Cl:11][C:12]1[CH:17]=[CH:16][C:15]([S:18]([NH:1][C:2]2[C:3]([C:9]([OH:29])=[O:26])=[N:4][CH:5]=[C:6]([CH3:8])[CH:7]=2)(=[O:20])=[O:19])=[CH:14][C:13]=1[C:22]([F:25])([F:24])[F:23]. The yield is 0.880. (6) The reactants are [NH2:1][N:2]1[C:7](=[O:8])[C:6]([C:9]2[NH:14][C:13]3[CH:15]=[CH:16][CH:17]=[CH:18][C:12]=3[S:11](=[O:20])(=[O:19])[N:10]=2)=[C:5]([OH:21])[C:4]2[S:22][CH:23]=[CH:24][C:3]1=2.[CH3:25][O:26][C:27]1[CH:28]=[C:29]([CH:32]=[CH:33][CH:34]=1)[CH:30]=O. The catalyst is CN(C)C(=O)C. The product is [O:19]=[S:11]1(=[O:20])[C:12]2[CH:18]=[CH:17][CH:16]=[CH:15][C:13]=2[NH:14][C:9]([C:6]2[C:7](=[O:8])[N:2]([N:1]=[CH:30][C:29]3[CH:32]=[CH:33][CH:34]=[C:27]([O:26][CH3:25])[CH:28]=3)[C:3]3[CH:24]=[CH:23][S:22][C:4]=3[C:5]=2[OH:21])=[N:10]1. The yield is 0.720.